Predict which catalyst facilitates the given reaction. From a dataset of Catalyst prediction with 721,799 reactions and 888 catalyst types from USPTO. (1) Reactant: [O:1]=[C:2]1[C:6]2([CH2:11][CH2:10][NH:9][CH2:8][CH2:7]2)[N:5]([C:12]2[CH:17]=[CH:16][CH:15]=[CH:14][CH:13]=2)[CH2:4][N:3]1[C:18]1[CH:23]=[CH:22][C:21]([NH:24][S:25]([CH3:28])(=[O:27])=[O:26])=[CH:20][CH:19]=1.C(=O)([O-])[O-].[K+].[K+].[F:35][C:36]1[CH:41]=[CH:40][C:39]([C:42](=[O:47])[CH2:43][CH2:44][CH2:45]I)=[CH:38][CH:37]=1. Product: [F:35][C:36]1[CH:37]=[CH:38][C:39]([C:42](=[O:47])[CH2:43][CH2:44][CH2:45][N:9]2[CH2:10][CH2:11][C:6]3([N:5]([C:12]4[CH:13]=[CH:14][CH:15]=[CH:16][CH:17]=4)[CH2:4][N:3]([C:18]4[CH:19]=[CH:20][C:21]([NH:24][S:25]([CH3:28])(=[O:27])=[O:26])=[CH:22][CH:23]=4)[C:2]3=[O:1])[CH2:7][CH2:8]2)=[CH:40][CH:41]=1. The catalyst class is: 42. (2) Reactant: [F:1][C:2]1[CH:3]=[CH:4][C:5]([CH3:10])=[C:6]([CH:9]=1)[C:7]#[N:8].C1C(=O)N([Br:18])C(=O)C1.CC(N=NC(C#N)(C)C)(C#N)C. Product: [Br:18][CH2:10][C:5]1[CH:4]=[CH:3][C:2]([F:1])=[CH:9][C:6]=1[C:7]#[N:8]. The catalyst class is: 53. (3) Reactant: [NH2:1][CH2:2][C:3]1[CH:4]=[C:5]([CH:8]=[C:9]([N:11]([CH3:13])[CH3:12])[CH:10]=1)[O:6][CH2+:7].[O:14]1[CH2:16][C@@H:15]1[C@@H:17]([NH:25][C:26](=[O:32])[O:27][C:28]([CH3:31])([CH3:30])[CH3:29])[CH2:18][C:19]1[CH:24]=[CH:23][CH:22]=[CH:21][CH:20]=1. Product: [CH3:13][N:11]([CH3:12])[C:9]1[CH:10]=[C:3]([CH:4]=[C:5]([O:6][CH3:7])[CH:8]=1)[CH2:2][NH:1][CH2:16][C@@H:15]([OH:14])[C@@H:17]([NH:25][C:26](=[O:32])[O:27][C:28]([CH3:30])([CH3:29])[CH3:31])[CH2:18][C:19]1[CH:24]=[CH:23][CH:22]=[CH:21][CH:20]=1. The catalyst class is: 2. (4) Reactant: [F:1][C:2]1[CH:7]=[CH:6][CH:5]=[C:4]([F:8])[C:3]=1[C:9]1[C:10](=O)[O:11][C:12](O)([CH3:20])[C:13]=1[C:14]1[CH:19]=[CH:18][CH:17]=[CH:16][CH:15]=1.O.[NH2:24][NH2:25]. Product: [F:1][C:2]1[CH:7]=[CH:6][CH:5]=[C:4]([F:8])[C:3]=1[C:9]1[C:10](=[O:11])[NH:24][N:25]=[C:12]([CH3:20])[C:13]=1[C:14]1[CH:19]=[CH:18][CH:17]=[CH:16][CH:15]=1. The catalyst class is: 51. (5) Reactant: CCN(CC)CC.[CH2:8]([O:10][C:11](=[O:23])[C@@H:12]([OH:22])[C@@H:13]([NH2:21])[CH2:14][C:15]1[CH:20]=[CH:19][CH:18]=[CH:17][CH:16]=1)[CH3:9].Cl.Cl[C:26]([C:28]1[C:29]([CH3:38])=[C:30]([O:34][C:35](=[O:37])[CH3:36])[CH:31]=[CH:32][CH:33]=1)=[O:27]. Product: [CH2:8]([O:10][C:11](=[O:23])[C@@H:12]([OH:22])[C@@H:13]([NH:21][C:26](=[O:27])[C:28]1[CH:33]=[CH:32][CH:31]=[C:30]([O:34][C:35](=[O:37])[CH3:36])[C:29]=1[CH3:38])[CH2:14][C:15]1[CH:20]=[CH:19][CH:18]=[CH:17][CH:16]=1)[CH3:9]. The catalyst class is: 2.